From a dataset of Reaction yield outcomes from USPTO patents with 853,638 reactions. Predict the reaction yield, written as a fraction of the theoretical maximum amount of product (1.0 means a 100% yield; for example, 0.34 means a 34% yield). (1) The reactants are [CH2:1]([NH:8][C:9]1[N:13]([CH3:14])[C:12]2[CH:15]=[CH:16][C:17]([N:19]([C:21]3[CH:26]=[CH:25][N:24]=[C:23]([Cl:27])[N:22]=3)[CH3:20])=[CH:18][C:11]=2[N:10]=1)[C:2]1[CH:7]=[CH:6][CH:5]=[CH:4][CH:3]=1.[CH3:28][NH:29][S:30]([CH2:33][CH2:34][C:35]1[CH:40]=[CH:39][C:38]([NH2:41])=[CH:37][CH:36]=1)(=[O:32])=[O:31]. No catalyst specified. The product is [ClH:27].[CH3:28][NH:29][S:30]([CH2:33][CH2:34][C:35]1[CH:36]=[CH:37][C:38]([NH:41][C:23]2[N:22]=[C:21]([N:19]([C:17]3[CH:16]=[CH:15][C:12]4[N:13]([CH3:14])[C:9]([NH:8][CH2:1][C:2]5[CH:7]=[CH:6][CH:5]=[CH:4][CH:3]=5)=[N:10][C:11]=4[CH:18]=3)[CH3:20])[CH:26]=[CH:25][N:24]=2)=[CH:39][CH:40]=1)(=[O:31])=[O:32]. The yield is 0.330. (2) The reactants are [C:1]([O:5][C:6]([NH:8][C@@H:9]([CH2:12][C:13]1[CH:18]=[CH:17][CH:16]=[CH:15][CH:14]=1)[CH2:10][NH2:11])=[O:7])([CH3:4])([CH3:3])[CH3:2]. The catalyst is C(O)(C)C. The product is [C:1]([O:5][C:6]([NH:8][C@@H:9]([CH2:12][C:13]1[CH:14]=[CH:15][CH:16]=[CH:17][CH:18]=1)[CH2:10][NH:11][CH2:10][C@@H:9]([NH:8][C:6]([O:5][C:1]([CH3:2])([CH3:4])[CH3:3])=[O:7])[CH2:12][C:13]1[CH:18]=[CH:17][CH:16]=[CH:15][CH:14]=1)=[O:7])([CH3:4])([CH3:2])[CH3:3]. The yield is 0.420. (3) The reactants are CN(C(ON1N=NC2C=CC=NC1=2)=[N+](C)C)C.F[P-](F)(F)(F)(F)F.[C:25]([OH:28])(=O)[CH3:26].C(N(CC)C(C)C)(C)C.[NH2:38][CH2:39][C:40]1[CH:41]=[C:42]([CH2:46][N:47]2[C:55]3[C:50](=[C:51]([F:56])[CH:52]=[CH:53][CH:54]=3)[C:49]([NH:57][S:58]([C:61]3[S:62][C:63]([Cl:66])=[CH:64][CH:65]=3)(=[O:60])=[O:59])=[N:48]2)[CH:43]=[CH:44][CH:45]=1. The catalyst is CN(C)C=O.CO.CS(C)=O. The product is [Cl:66][C:63]1[S:62][C:61]([S:58]([NH:57][C:49]2[C:50]3[C:55](=[CH:54][CH:53]=[CH:52][C:51]=3[F:56])[N:47]([CH2:46][C:42]3[CH:41]=[C:40]([CH2:39][NH:38][C:25](=[O:28])[CH3:26])[CH:45]=[CH:44][CH:43]=3)[N:48]=2)(=[O:60])=[O:59])=[CH:65][CH:64]=1. The yield is 0.0600. (4) The reactants are [NH2:1][C@H:2]([CH2:7][CH2:8][S:9][CH3:10])[C:3]([CH3:6])([OH:5])[CH3:4].C(N(CC)CC)C.[C:18](Cl)(=[O:25])[C:19]1[CH:24]=[CH:23][CH:22]=[CH:21][CH:20]=1. The catalyst is ClCCl. The product is [OH:5][C:3]([CH3:6])([CH3:4])[C@H:2]([NH:1][C:18](=[O:25])[C:19]1[CH:24]=[CH:23][CH:22]=[CH:21][CH:20]=1)[CH2:7][CH2:8][S:9][CH3:10]. The yield is 0.489. (5) The reactants are C[Si]([C:5]#[C:6][C:7]1[CH:8]=[C:9]2[C:13](=[CH:14][CH:15]=1)[N:12](C(=O)C)[N:11]=[CH:10]2)(C)C.[OH-].[K+]. The catalyst is CO.O. The product is [C:6]([C:7]1[CH:8]=[C:9]2[C:13](=[CH:14][CH:15]=1)[NH:12][N:11]=[CH:10]2)#[CH:5]. The yield is 0.880. (6) The reactants are [S:1]1[C:5]2[CH:6]=[CH:7][CH:8]=[CH:9][C:4]=2[N:3]=[C:2]1[O:10][C:11]1[CH:18]=[CH:17][C:14]([CH:15]=O)=[CH:13][CH:12]=1.Cl.[CH:20]12[CH2:26][CH:23]([NH:24][CH2:25]1)[CH2:22][N:21]2[C:27](=[O:30])[CH2:28][OH:29].CCN(CC)CC.C(O[BH-](OC(=O)C)OC(=O)C)(=O)C.[Na+]. The catalyst is ClC(Cl)C.CN1CCCC1=O. The product is [S:1]1[C:5]2[CH:6]=[CH:7][CH:8]=[CH:9][C:4]=2[N:3]=[C:2]1[O:10][C:11]1[CH:18]=[CH:17][C:14]([CH2:15][N:24]2[CH2:25][C@@H:20]3[CH2:26][C@H:23]2[CH2:22][N:21]3[C:27](=[O:30])[CH2:28][OH:29])=[CH:13][CH:12]=1. The yield is 0.910. (7) The reactants are [O:1]1CCO[CH:2]1[CH2:6][CH2:7][N:8]1[C:16](=[O:17])[C:15]2[C:10](=[CH:11][CH:12]=[CH:13][CH:14]=2)[C:9]1=[O:18].Cl. The catalyst is O1CCCC1.C(O)(=O)C. The product is [O:18]=[C:9]1[C:10]2[C:15](=[CH:14][CH:13]=[CH:12][CH:11]=2)[C:16](=[O:17])[N:8]1[CH2:7][CH2:6][CH:2]=[O:1]. The yield is 0.914. (8) The reactants are [CH2:1]([O:5][C:6]1[CH:7]=[C:8]([CH:21]=[C:22]([O:24][CH:25]([CH3:27])[CH3:26])[CH:23]=1)[C:9]([NH:11][C:12]1[CH:17]=[CH:16][C:15]([N+:18]([O-])=O)=[CH:14][N:13]=1)=[O:10])[CH:2]([CH3:4])[CH3:3].Cl. The catalyst is C(O)C.O.[Pd]. The product is [NH2:18][C:15]1[CH:14]=[N:13][C:12]([NH:11][C:9](=[O:10])[C:8]2[CH:21]=[C:22]([O:24][CH:25]([CH3:26])[CH3:27])[CH:23]=[C:6]([O:5][CH2:1][CH:2]([CH3:4])[CH3:3])[CH:7]=2)=[CH:17][CH:16]=1. The yield is 0.810. (9) The reactants are [Cl:1][C:2]1[CH:7]=[C:6]([Cl:8])[CH:5]=[CH:4][C:3]=1[C:9]1[N:10]=[C:11]([C@@H:19]([NH:28][C:29]([C@H:31]2[CH2:36][CH2:35][C@H:34]([CH2:37][CH3:38])[CH2:33][CH2:32]2)=[O:30])[CH2:20][C:21]2[CH:26]=[CH:25][C:24]([OH:27])=[CH:23][CH:22]=2)[N:12]([CH2:14][CH:15]=[CH:16][CH2:17][CH3:18])[CH:13]=1.I[C:40]1[CH:49]=[CH:48][C:43]([C:44]([O:46]C)=[O:45])=[CH:42][CH:41]=1. No catalyst specified. The product is [Cl:1][C:2]1[CH:7]=[C:6]([Cl:8])[CH:5]=[CH:4][C:3]=1[C:9]1[N:10]=[C:11]([C@@H:19]([NH:28][C:29]([C@H:31]2[CH2:32][CH2:33][C@H:34]([CH2:37][CH3:38])[CH2:35][CH2:36]2)=[O:30])[CH2:20][C:21]2[CH:22]=[CH:23][C:24]([O:27][C:40]3[CH:49]=[CH:48][C:43]([C:44]([OH:46])=[O:45])=[CH:42][CH:41]=3)=[CH:25][CH:26]=2)[N:12]([CH2:14][CH:15]=[CH:16][CH2:17][CH3:18])[CH:13]=1. The yield is 0.650.